The task is: Predict the reactants needed to synthesize the given product.. This data is from Full USPTO retrosynthesis dataset with 1.9M reactions from patents (1976-2016). (1) The reactants are: CO[C:3](=[O:20])[C@@H:4]([N:6]([C:10]([O:12][CH2:13][C:14]1[CH:19]=[CH:18][CH:17]=[CH:16][CH:15]=1)=[O:11])[CH2:7][CH:8]=[O:9])[CH3:5].[NH2:21][C@H:22]([CH2:34]O)[CH2:23][CH2:24][N:25]1[CH2:32][CH2:31][C:28]2([CH2:30][CH2:29]2)[C@H:27]([OH:33])[CH2:26]1. Given the product [CH2:13]([O:12][C:10]([N:6]1[C@@H:4]([CH3:5])[C:3](=[O:20])[N:21]2[C@@H:22]([CH2:23][CH2:24][N:25]3[CH2:32][CH2:31][C:28]4([CH2:29][CH2:30]4)[C@H:27]([OH:33])[CH2:26]3)[CH2:34][O:9][CH:8]2[CH2:7]1)=[O:11])[C:14]1[CH:15]=[CH:16][CH:17]=[CH:18][CH:19]=1, predict the reactants needed to synthesize it. (2) Given the product [Cl:21][C:4]1[CH:3]=[C:2]([C:26]2[CH:27]=[CH:28][C:23]([F:22])=[CH:24][CH:25]=2)[CH:19]=[C:18]([Cl:20])[C:5]=1[CH2:6][N:7]1[CH2:11][CH2:10][C:9]2([CH2:16][CH2:15][CH2:14][CH2:13][CH2:12]2)[C:8]1=[O:17], predict the reactants needed to synthesize it. The reactants are: Br[C:2]1[CH:19]=[C:18]([Cl:20])[C:5]([CH2:6][N:7]2[CH2:11][CH2:10][C:9]3([CH2:16][CH2:15][CH2:14][CH2:13][CH2:12]3)[C:8]2=[O:17])=[C:4]([Cl:21])[CH:3]=1.[F:22][C:23]1[CH:28]=[CH:27][C:26](B(O)O)=[CH:25][CH:24]=1.